Dataset: Reaction yield outcomes from USPTO patents with 853,638 reactions. Task: Predict the reaction yield, written as a fraction of the theoretical maximum amount of product (1.0 means a 100% yield; for example, 0.34 means a 34% yield). (1) The reactants are Cl.[N:2]1[C:11]2[C:6](=[CH:7][CH:8]=[CH:9][CH:10]=2)[C:5]([CH2:12][C:13]([OH:15])=O)=[CH:4][CH:3]=1.[NH2:16][C:17]1[CH:22]=[N:21][CH:20]=[CH:19][N:18]=1. The catalyst is CN(C)C=O.N1C=CC=CC=1. The product is [N:18]1[CH:19]=[CH:20][N:21]=[CH:22][C:17]=1[NH:16][C:13](=[O:15])[CH2:12][C:5]1[C:6]2[C:11](=[CH:10][CH:9]=[CH:8][CH:7]=2)[N:2]=[CH:3][CH:4]=1. The yield is 0.620. (2) The reactants are [NH:1]([C:13]([O:15][CH2:16][CH:17]1[C:29]2[C:24](=[CH:25][CH:26]=[CH:27][CH:28]=2)[C:23]2[C:18]1=[CH:19][CH:20]=[CH:21][CH:22]=2)=[O:14])[C@H:2]([C:10](O)=[O:11])[CH2:3][C:4]1[CH:9]=[CH:8][CH:7]=[CH:6][CH:5]=1.ON1C(=O)CCC1=O.Cl.CN(C)CCCN=C=NCC.C(N(CC)C(C)C)(C)C.[C:59]([S:63][S:64][CH2:65][C@@H:66]([C:68]([OH:70])=[O:69])[NH2:67])([CH3:62])([CH3:61])[CH3:60].Cl. The catalyst is ClCCl.C(OCC)(=O)C. The product is [CH2:3]([C@@H:2]([C:10](=[O:11])[NH:67][C@H:66]([C:68]([OH:70])=[O:69])[CH2:65][S:64][S:63][C:59]([CH3:62])([CH3:60])[CH3:61])[NH:1][C:13](=[O:14])[O:15][CH2:16][CH:17]1[C:29]2[CH:28]=[CH:27][CH:26]=[CH:25][C:24]=2[C:23]2[C:18]1=[CH:19][CH:20]=[CH:21][CH:22]=2)[C:4]1[CH:9]=[CH:8][CH:7]=[CH:6][CH:5]=1. The yield is 0.710. (3) The reactants are [NH2:1][C@:2]12[CH2:37][CH2:36][C@@H:35]([C:38]([CH3:40])=[CH2:39])[C@@H:3]1[C@@H:4]1[C@@:17]([CH3:20])([CH2:18][CH2:19]2)[C@@:16]2([CH3:21])[C@@H:7]([C@:8]3([CH3:34])[C@@H:13]([CH2:14][CH2:15]2)[C:12]([CH3:23])([CH3:22])[C:11]([C:24]2[CH:33]=[CH:32][C:27]([C:28]([O:30]C)=[O:29])=[CH:26][CH:25]=2)=[CH:10][CH2:9]3)[CH2:6][CH2:5]1.CN(C)CCC(N[C@]12CC[C@@H](C(C)=C)[C@@H]1[C@@H]1[C@@](C)(CC2)[C@@]2(C)[C@@H]([C@]3(C)[C@@H](CC2)C(C)(C)C(C2C=CC(C(O)=O)=CC=2)=CC3)CC1)=O.[S:87]1[CH2:92][CH2:91][N:90]([CH2:93][C:94](O)=[O:95])[CH2:89][CH2:88]1. No catalyst specified. The product is [CH3:20][C@:17]12[C@@:16]3([CH3:21])[C@@H:7]([C@:8]4([CH3:34])[C@@H:13]([CH2:14][CH2:15]3)[C:12]([CH3:22])([CH3:23])[C:11]([C:24]3[CH:33]=[CH:32][C:27]([C:28]([OH:30])=[O:29])=[CH:26][CH:25]=3)=[CH:10][CH2:9]4)[CH2:6][CH2:5][C@@H:4]1[C@H:3]1[C@H:35]([C:38]([CH3:40])=[CH2:39])[CH2:36][CH2:37][C@:2]1([NH:1][C:94](=[O:95])[CH2:93][N:90]1[CH2:91][CH2:92][S:87][CH2:88][CH2:89]1)[CH2:19][CH2:18]2. The yield is 0.440.